Dataset: Peptide-MHC class I binding affinity with 185,985 pairs from IEDB/IMGT. Task: Regression. Given a peptide amino acid sequence and an MHC pseudo amino acid sequence, predict their binding affinity value. This is MHC class I binding data. The peptide sequence is RTLNAWVKV. The MHC is HLA-B57:01 with pseudo-sequence HLA-B57:01. The binding affinity (normalized) is 0.529.